This data is from Reaction yield outcomes from USPTO patents with 853,638 reactions. The task is: Predict the reaction yield, written as a fraction of the theoretical maximum amount of product (1.0 means a 100% yield; for example, 0.34 means a 34% yield). (1) The reactants are Br[C:2]1[C:11]2[C:6](=[CH:7][CH:8]=[CH:9][CH:10]=2)[C:5]([C:12]#[N:13])=[CH:4][CH:3]=1.[CH3:14][O:15][C:16]([C@H:18]1[C@@H:25]([O:26][C:27]([C:29]2[CH:34]=[CH:33][CH:32]=[CH:31][CH:30]=2)=[O:28])[CH2:24][C@H:22]2[NH:23][C@@H:19]1[CH2:20][CH2:21]2)=[O:17].C1C=CC(P(C2C(C3C(P(C4C=CC=CC=4)C4C=CC=CC=4)=CC=C4C=3C=CC=C4)=C3C(C=CC=C3)=CC=2)C2C=CC=CC=2)=CC=1.C(=O)([O-])[O-].[Cs+].[Cs+]. The catalyst is C1C=CC(/C=C/C(/C=C/C2C=CC=CC=2)=O)=CC=1.C1C=CC(/C=C/C(/C=C/C2C=CC=CC=2)=O)=CC=1.C1C=CC(/C=C/C(/C=C/C2C=CC=CC=2)=O)=CC=1.[Pd].[Pd].C1(C)C=CC=CC=1. The product is [CH3:14][O:15][C:16]([C@H:18]1[C@@H:25]([O:26][C:27](=[O:28])[C:29]2[CH:30]=[CH:31][CH:32]=[CH:33][CH:34]=2)[CH2:24][C@H:22]2[N:23]([C:2]3[C:11]4[C:6](=[CH:7][CH:8]=[CH:9][CH:10]=4)[C:5]([C:12]#[N:13])=[CH:4][CH:3]=3)[C@@H:19]1[CH2:20][CH2:21]2)=[O:17]. The yield is 0.290. (2) The reactants are N[C@@H](CCC=C)C[O:4][CH2:5][C:6]1[CH:11]=[CH:10][CH:9]=[CH:8][CH:7]=1.C([N:18](CC)CC)C.C(Cl)(=O)C1C=CC=CC=1.O. The catalyst is C(Cl)Cl. The product is [C:5]([NH2:18])(=[O:4])[C:6]1[CH:11]=[CH:10][CH:9]=[CH:8][CH:7]=1. The yield is 0.940.